Task: Predict the product of the given reaction.. Dataset: Forward reaction prediction with 1.9M reactions from USPTO patents (1976-2016) Given the reactants Cl[C:2]1[C:11]2[C:6](=[CH:7][CH:8]=[C:9]([F:12])[CH:10]=2)[N:5]=[CH:4][CH:3]=1.[OH:13][C:14]1[CH:15]=[N:16][C:17]([CH2:20][C:21]([O:23][CH3:24])=[O:22])=[N:18][CH:19]=1, predict the reaction product. The product is: [F:12][C:9]1[CH:10]=[C:11]2[C:6](=[CH:7][CH:8]=1)[N:5]=[CH:4][CH:3]=[C:2]2[O:13][C:14]1[CH:19]=[N:18][C:17]([CH2:20][C:21]([O:23][CH3:24])=[O:22])=[N:16][CH:15]=1.